Regression. Given a peptide amino acid sequence and an MHC pseudo amino acid sequence, predict their binding affinity value. This is MHC class I binding data. From a dataset of Peptide-MHC class I binding affinity with 185,985 pairs from IEDB/IMGT. (1) The peptide sequence is NRRRRTAGV. The MHC is HLA-B08:01 with pseudo-sequence HLA-B08:01. The binding affinity (normalized) is 0.556. (2) The peptide sequence is YIDWMVSVP. The MHC is HLA-A26:01 with pseudo-sequence HLA-A26:01. The binding affinity (normalized) is 0.0847. (3) The peptide sequence is TNSVIIMAY. The MHC is HLA-A24:02 with pseudo-sequence HLA-A24:02. The binding affinity (normalized) is 0.